From a dataset of Peptide-MHC class I binding affinity with 185,985 pairs from IEDB/IMGT. Regression. Given a peptide amino acid sequence and an MHC pseudo amino acid sequence, predict their binding affinity value. This is MHC class I binding data. (1) The peptide sequence is KLRVLYDEFV. The MHC is HLA-A02:01 with pseudo-sequence HLA-A02:01. The binding affinity (normalized) is 0.724. (2) The peptide sequence is NTWHKVGKNVY. The MHC is Mamu-B17 with pseudo-sequence Mamu-B17. The binding affinity (normalized) is 0.